From a dataset of Full USPTO retrosynthesis dataset with 1.9M reactions from patents (1976-2016). Predict the reactants needed to synthesize the given product. (1) Given the product [I:35][C:22]1[CH:21]=[CH:20][CH:19]=[CH:18][C:17]=1[C:16]1[C:10]2[N:9]=[CH:8][N:7]([C:1]3[CH:6]=[CH:5][C:4]([O:47][CH3:48])=[CH:3][CH:2]=3)[C:12](=[O:13])[C:11]=2[S:14][CH:15]=1, predict the reactants needed to synthesize it. The reactants are: [C:1]1([N:7]2[C:12](=[O:13])[C:11]3[S:14][CH:15]=[C:16]([C:17]4[CH:22]=[CH:21][CH:20]=[CH:19][CH:18]=4)[C:10]=3[N:9]=[CH:8]2)[CH:6]=[CH:5][CH:4]=[CH:3][CH:2]=1.NC1C(C2C=CC=CC=2[I:35])=CSC=1C(OC)=O.C([O:47][CH2:48]C)(OCC)OCC.COC1C=CC(N)=CC=1. (2) Given the product [C:15]1([C:21]2[CH:22]=[CH:23][C:24]([NH:25][C:4]([C:3]3[CH:7]=[C:8]([N+:11]([O-:13])=[O:12])[CH:9]=[CH:10][C:2]=3[Cl:1])=[O:5])=[CH:26][CH:27]=2)[CH:16]=[CH:17][CH:18]=[CH:19][CH:20]=1, predict the reactants needed to synthesize it. The reactants are: [Cl:1][C:2]1[CH:10]=[CH:9][C:8]([N+:11]([O-:13])=[O:12])=[CH:7][C:3]=1[C:4](Cl)=[O:5].Cl.[C:15]1([C:21]2[CH:27]=[CH:26][C:24]([NH2:25])=[CH:23][CH:22]=2)[CH:20]=[CH:19][CH:18]=[CH:17][CH:16]=1.C(OCC)(=O)C.C(=O)(O)[O-].[Na+]. (3) Given the product [C:6]1([C@@H:5]([N:12]2[CH:16]=[C:15]([NH2:17])[CH:14]=[N:13]2)[CH2:4][CH3:3])[CH:11]=[CH:10][CH:9]=[CH:8][CH:7]=1, predict the reactants needed to synthesize it. The reactants are: CN(C)[CH2:3][CH2:4][CH:5]([N:12]1[CH:16]=[C:15]([NH2:17])[CH:14]=[N:13]1)[C:6]1[CH:11]=[CH:10][CH:9]=[CH:8][CH:7]=1.C1([C@H](O)CC)C=CC=CC=1. (4) Given the product [ClH:33].[N:18]1([CH2:17][C:15]2[CH:14]=[C:13]([C:23]3[CH:28]=[CH:27][CH:26]=[C:25]([N+:29]([O-:31])=[O:30])[CH:24]=3)[C:11]3[N:12]=[C:8]([NH2:7])[S:9][C:10]=3[CH:16]=2)[CH:22]=[CH:21][N:20]=[CH:19]1, predict the reactants needed to synthesize it. The reactants are: C(OC(=O)[NH:7][C:8]1[S:9][C:10]2[CH:16]=[C:15]([CH2:17][N:18]3[CH:22]=[CH:21][N:20]=[CH:19]3)[CH:14]=[C:13]([C:23]3[CH:28]=[CH:27][CH:26]=[C:25]([N+:29]([O-:31])=[O:30])[CH:24]=3)[C:11]=2[N:12]=1)(C)(C)C.[ClH:33]. (5) Given the product [CH2:1]([O:10][C:11]1[CH:12]=[CH:13][C:14]2[C:15](=[O:38])[CH:16]3[C:33]4[C:28](=[CH:29][C:30]([O:36][CH3:37])=[C:31]([O:34][CH3:35])[CH:32]=4)[O:27][CH2:26][CH:17]3[O:18][C:19]=2[C:20]=1[CH2:21][CH:22]=[C:23]([CH3:25])[CH3:24])[CH:7]=[CH2:8], predict the reactants needed to synthesize it. The reactants are: [C:1](=O)([O-])[O-].[Cs+].[Cs+].[C:7](#N)[CH3:8].[OH:10][C:11]1[CH:12]=[CH:13][C:14]2[C:15](=[O:38])[C@H:16]3[C:33]4[C:28](=[CH:29][C:30]([O:36][CH3:37])=[C:31]([O:34][CH3:35])[CH:32]=4)[O:27][CH2:26][C@H:17]3[O:18][C:19]=2[C:20]=1[CH2:21][CH:22]=[C:23]([CH3:25])[CH3:24]. (6) Given the product [NH2:1][C:4]1[C:5]([N:9]2[CH:13]=[CH:12][CH:11]=[N:10]2)=[N:6][NH:7][CH:8]=1, predict the reactants needed to synthesize it. The reactants are: [N+:1]([C:4]1[C:5]([N:9]2[CH:13]=[CH:12][CH:11]=[N:10]2)=[N:6][NH:7][CH:8]=1)([O-])=O.